From a dataset of Forward reaction prediction with 1.9M reactions from USPTO patents (1976-2016). Predict the product of the given reaction. (1) Given the reactants [F:1][C:2]([F:15])([F:14])[S:3]([C:6]1[CH:13]=[CH:12][C:9]([C:10]#[N:11])=[CH:8][CH:7]=1)(=[O:5])=[O:4].B.C1COCC1, predict the reaction product. The product is: [F:14][C:2]([F:1])([F:15])[S:3]([C:6]1[CH:7]=[CH:8][C:9]([CH2:10][NH2:11])=[CH:12][CH:13]=1)(=[O:4])=[O:5]. (2) The product is: [C:30](=[O:31])([O:32][CH2:33][CH3:34])[O:21][C@H:11]([C:8]1[CH:7]=[CH:6][C:5]([S:2]([CH3:1])(=[O:4])=[O:3])=[CH:10][CH:9]=1)[C@H:12]([NH:15][C:16](=[O:17])[CH:18]([Cl:20])[Cl:19])[CH2:13][F:14]. Given the reactants [CH3:1][S:2]([C:5]1[CH:6]=[CH:7][C:8]([C@@H:11]([OH:21])[C@H:12]([NH:15][C:16]([CH:18]([Cl:20])[Cl:19])=[O:17])[CH2:13][F:14])=[CH:9][CH:10]=1)(=[O:4])=[O:3].C(N(CC)CC)C.Cl[C:30]([O:32][CH2:33][CH3:34])=[O:31], predict the reaction product.